Task: Predict the product of the given reaction.. Dataset: Forward reaction prediction with 1.9M reactions from USPTO patents (1976-2016) (1) Given the reactants Br[CH:2]([CH3:18])[C:3]([O:5][CH2:6][CH2:7][CH2:8][CH2:9][CH2:10][CH2:11][CH2:12][CH2:13][CH2:14][CH2:15][CH2:16][CH3:17])=[O:4].C(=O)(O)[O-].[Na+].[CH3:24][NH2:25], predict the reaction product. The product is: [CH3:24][NH:25][CH:2]([CH3:18])[C:3]([O:5][CH2:6][CH2:7][CH2:8][CH2:9][CH2:10][CH2:11][CH2:12][CH2:13][CH2:14][CH2:15][CH2:16][CH3:17])=[O:4]. (2) Given the reactants [CH3:1][N:2]1[CH:6]=[C:5]([C:7]2[C:8]([C:24]([N:26]3[CH2:31][CH2:30][O:29][CH2:28][CH2:27]3)=[O:25])=[CH:9][C:10]([O:16][CH2:17][C:18]3[CH:23]=[CH:22][CH:21]=[CH:20][CH:19]=3)=[C:11]([CH:15]=2)[C:12](O)=[O:13])[CH:4]=[N:3]1.C(N(C(C)C)CC)(C)C.[CH3:41][C:42]1[C:46]([NH2:47])=[CH:45][O:44][N:43]=1.ON1C2N=CC=CC=2N=N1.C(Cl)CCl, predict the reaction product. The product is: [CH3:41][C:42]1[C:46]([NH:47][C:12](=[O:13])[C:11]2[CH:15]=[C:7]([C:5]3[CH:4]=[N:3][N:2]([CH3:1])[CH:6]=3)[C:8]([C:24]([N:26]3[CH2:27][CH2:28][O:29][CH2:30][CH2:31]3)=[O:25])=[CH:9][C:10]=2[O:16][CH2:17][C:18]2[CH:19]=[CH:20][CH:21]=[CH:22][CH:23]=2)=[CH:45][O:44][N:43]=1. (3) Given the reactants [F:1][C:2]1[CH:7]=[C:6]([F:8])[C:5]([F:9])=[CH:4][C:3]=1[C:10]1[CH:15]=[CH:14][C:13]([O:16][CH2:17][C:18]2[CH:23]=[CH:22][CH:21]=[C:20]([N+:24]([O-])=O)[CH:19]=2)=[CH:12][CH:11]=1.[ClH:27], predict the reaction product. The product is: [ClH:27].[F:1][C:2]1[CH:7]=[C:6]([F:8])[C:5]([F:9])=[CH:4][C:3]=1[C:10]1[CH:15]=[CH:14][C:13]([O:16][CH2:17][C:18]2[CH:19]=[C:20]([NH2:24])[CH:21]=[CH:22][CH:23]=2)=[CH:12][CH:11]=1. (4) Given the reactants [CH3:1][C:2]1[CH:18]=[C:5]2[N:6]=[C:7]([NH:16][NH2:17])[CH:8]=[C:9]([N:10]3[CH2:15][CH2:14][O:13][CH2:12][CH2:11]3)[N:4]2[N:3]=1.C(O)(=O)C.[CH:23]1[CH:28]=[C:27]2[C:29]([CH:32]=O)=[CH:30][NH:31][C:26]2=[CH:25][CH:24]=1, predict the reaction product. The product is: [NH:31]1[C:26]2[C:27](=[CH:28][CH:23]=[CH:24][CH:25]=2)[C:29]([CH:32]=[N:17][NH:16][C:7]2[CH:8]=[C:9]([N:10]3[CH2:11][CH2:12][O:13][CH2:14][CH2:15]3)[N:4]3[N:3]=[C:2]([CH3:1])[CH:18]=[C:5]3[N:6]=2)=[CH:30]1. (5) Given the reactants [NH2:1][C:2]1[C:11]2[C:6](=[CH:7][CH:8]=[CH:9][CH:10]=2)[C:5]([C:12]#[N:13])=[CH:4][CH:3]=1.C[Si](C)(C)N[Si](C)(C)C.[Na].[C:24]([O:28][C:29](O[C:29]([O:28][C:24]([CH3:27])([CH3:26])[CH3:25])=[O:30])=[O:30])([CH3:27])([CH3:26])[CH3:25], predict the reaction product. The product is: [C:24]([O:28][C:29](=[O:30])[NH:1][C:2]1[C:11]2[C:6](=[CH:7][CH:8]=[CH:9][CH:10]=2)[C:5]([C:12]#[N:13])=[CH:4][CH:3]=1)([CH3:27])([CH3:26])[CH3:25].